This data is from Reaction yield outcomes from USPTO patents with 853,638 reactions. The task is: Predict the reaction yield, written as a fraction of the theoretical maximum amount of product (1.0 means a 100% yield; for example, 0.34 means a 34% yield). (1) The reactants are [CH2:1]([N:3]([CH2:20][CH3:21])[CH2:4][CH2:5][NH:6][C:7]([C:9]1[CH:18]=CC2C(=CC=C(I)C=2)C=1)=[O:8])[CH3:2].Cl.C(N(CC)CC[NH:28][C:29]([C:31]1[NH:32][C:33]2[C:38]([CH:39]=1)=CC(I)=CC=2)=O)C.C(N(CC)CCNC(C1SC2C=CC=C([I:60])C=2C=1)=O)C.IC1C=CC(C(OCC)=O)=CN=1.C(N(CC)CCNC(=O)C1C=CC(I)=NC=1)C.Cl.C(N(CC)CCNC(C1SC2C=CC=C(I)C=2C=1)=O)C. The catalyst is C(Cl)(Cl)(Cl)Cl.ClCCl.C(O)C. The product is [CH2:20]([N:3]([CH2:1][CH3:2])[CH2:4][CH2:5][NH:6][C:7]([C:9]1[N:32]=[C:33]2[CH:38]=[CH:39][CH:31]=[CH:29][N:28]2[C:18]=1[I:60])=[O:8])[CH3:21]. The yield is 0.700. (2) The reactants are COC1C=CC2C(=CC=CC=2)C=1.[C:13]([C:16]1[CH:21]=[CH:20][CH:19]=[CH:18][C:17]=1[O:22]C)([OH:15])=[O:14]. No catalyst specified. The product is [OH:22][C:17]1[CH:18]=[CH:19][CH:20]=[CH:21][C:16]=1[C:13]([OH:15])=[O:14]. The yield is 0.899. (3) The reactants are [Cl:1][C:2]1[CH:7]=[CH:6][CH:5]=[CH:4][C:3]=1[CH2:8][C:9]([O:11][CH2:12][CH3:13])=[O:10].Br[CH2:15][CH2:16][CH2:17][C:18]([O:20][CH2:21][CH3:22])=[O:19].C([O-])([O-])=O.[Cs+].[Cs+].C(OCC)(=O)C. The catalyst is CN(C=O)C.O. The product is [Cl:1][C:2]1[CH:7]=[CH:6][CH:5]=[CH:4][C:3]=1[CH:8]([CH2:15][CH2:16][CH2:17][C:18]([O:20][CH2:21][CH3:22])=[O:19])[C:9]([O:11][CH2:12][CH3:13])=[O:10]. The yield is 1.00. (4) The reactants are C([O:3][C:4]([C:6]1[C:7]([C:12]2[CH:17]=[CH:16][C:15]([C:18]([CH3:21])([CH3:20])[CH3:19])=[CH:14][CH:13]=2)=[CH:8][CH:9]=[CH:10][CH:11]=1)=[O:5])C.CO.O.O.[OH-].[Li+]. The catalyst is C1COCC1. The product is [C:18]([C:15]1[CH:16]=[CH:17][C:12]([C:7]2[C:6]([C:4]([OH:5])=[O:3])=[CH:11][CH:10]=[CH:9][CH:8]=2)=[CH:13][CH:14]=1)([CH3:21])([CH3:19])[CH3:20]. The yield is 0.630. (5) The product is [Cl:1][C:2]1[C:3]([O:12][C:13]2[CH:18]=[C:17]([O:19][CH2:20][CH:21]3[CH2:25][CH2:24][CH2:23][O:22]3)[CH:16]=[CH:15][C:14]=2[CH2:26][CH2:27][CH2:28][OH:29])=[N:4][CH:5]=[C:6]([C:8]([F:11])([F:10])[F:9])[CH:7]=1. The yield is 0.730. The catalyst is C(OCC)C.C1(C)C=CC=CC=1. The reactants are [Cl:1][C:2]1[C:3]([O:12][C:13]2[CH:18]=[C:17]([O:19][CH2:20][CH:21]3[CH2:25][CH2:24][CH2:23][O:22]3)[CH:16]=[CH:15][C:14]=2[CH2:26][CH2:27][C:28](OCC)=[O:29])=[N:4][CH:5]=[C:6]([C:8]([F:11])([F:10])[F:9])[CH:7]=1.[H-].C([Al+]CC(C)C)C(C)C.CO.O. (6) The reactants are Br[C:2]1[C:10]2[O:11][CH2:12][CH2:13][C:9]=2[C:8]2[C@H:7]([CH2:14][CH2:15][NH:16][C:17](=[O:20])[CH2:18][CH3:19])[CH2:6][CH2:5][C:4]=2[CH:3]=1.[C:21](OC)(=[O:23])C. The catalyst is [Cu]Br.C[O-].[Na+]. The product is [CH3:21][O:23][C:2]1[C:10]2[O:11][CH2:12][CH2:13][C:9]=2[C:8]2[C@H:7]([CH2:14][CH2:15][NH:16][C:17](=[O:20])[CH2:18][CH3:19])[CH2:6][CH2:5][C:4]=2[CH:3]=1. The yield is 0.600. (7) The reactants are C(O)(C(F)(F)F)=O.[S:8]([O-:39])([O:11][N:12]1[C:18](=[O:19])[N:17]2[CH2:20][C@H:13]1[CH2:14][CH2:15][C@H:16]2[C:21]1[S:22][C:23]([CH:26]2[CH2:31][CH2:30][N:29](C(OC(C)(C)C)=O)[CH2:28][CH2:27]2)=[N:24][N:25]=1)(=[O:10])=[O:9].[Na+]. The catalyst is C(Cl)Cl.CCOCC. The product is [S:8]([OH:39])([O:11][N:12]1[C:18](=[O:19])[N:17]2[CH2:20][C@H:13]1[CH2:14][CH2:15][C@H:16]2[C:21]1[S:22][C:23]([CH:26]2[CH2:31][CH2:30][NH:29][CH2:28][CH2:27]2)=[N:24][N:25]=1)(=[O:9])=[O:10]. The yield is 0.250.